Dataset: Experimentally validated miRNA-target interactions with 360,000+ pairs, plus equal number of negative samples. Task: Binary Classification. Given a miRNA mature sequence and a target amino acid sequence, predict their likelihood of interaction. (1) The miRNA is hsa-miR-3685 with sequence UUUCCUACCCUACCUGAAGACU. The protein sequence of the target gene is MEQLNELELLMEKSFWEEAELPAELFQKKVVASFPRTVLSTGMDNRYLVLAVNTVQNKEGNCEKRLVITASQSLENKELCILRNDWCSVPVEPGDIIHLEGDCTSDTWIIDKDFGYLILYPDMLISGTSIASSIRCMRRAVLSETFRSSDPATRQMLIGTVLHEVFQKAINNSFAPEKLQELAFQTIQEIRHLKEMYRLNLSQDEIKQEVEDYLPSFCKWAGDFMHKNTSTDFPQMQLSLPSDNSKDNSTCNIEVVKPMDIEESIWSPRFGLKGKIDVTVGVKIHRGYKTKYKIMPLELK.... Result: 0 (no interaction). (2) The miRNA is mmu-miR-6715-3p with sequence CCAAACCAGGCGUGCCUGUGG. The protein sequence of the target gene is MALFRGMWSVLKALGRTGVEMCAGCGGRIPSSISLVCIPKCFSSMGSYPKKPMSSYLRFSTEQLPKFKAKHPDAKLSELVRKIAALWRELPEAEKKVYEADFKAEWKAYKEAVSKYKEQLTPSQLMGMEKEARQRRLKKKALVKRRELILLGKPKRPRSAYNIYVSESFQEAKDDSAQGKLKLVNEAWKNLSPEEKQAYIQLAKDDRIRYDNEMKSWEEQMAEVGRSDLIRRSVKRSGDISEH. Result: 0 (no interaction). (3) The miRNA is mmu-miR-1968-5p with sequence UGCAGCUGUUAAGGAUGGUGGACU. The protein sequence of the target gene is MRSTTLLALLALVLLYLVSGALVFRALEQPHEQQAQRELGEVREKFLRAHPCVSDQELGLLIKEVADALGGGADPETNSTSNSSHSAWDLGSAFFFSGTIITTIGYGNVALRTDAGRLFCIFYALVGIPLFGILLAGVGDRLGSSLRHGIGHIEAIFLKWHVPPELVRVLSAMLFLLIGCLLFVLTPTFVFCYMEDWSKLEAIYFVIVTLTTVGFGDYVAGADPRQDSPAYQPLVWFWILLGLAYFASVLTTIGNWLRVVSRRTRAEMGGLTAQAASWTGTVTARVTQRAGPAAPPPEKE.... Result: 0 (no interaction). (4) The miRNA is hsa-miR-378f with sequence ACUGGACUUGGAGCCAGAAG. The protein sequence of the target gene is MNNEEDLLQEDSTRDEGNETEANSMNTLRRTRKKVTKPYVCSTEVGETDMSNSNDCMRDSSQILTPPQLSSRMKHIRQAMAKNRLQFVRFEATDLHGVSRSKTIPAHFFQEKVSHGVCMPRGYLEVIPNPKDNEMNNIRATCFNSDIVLMPELSTFRVLPWADRTARVICDTFTVTGEPLLTSPRYIAKRQLSHLQASGFSLLSAFIYDFCIFGVPEILNSKIISFPALTFLNNHDQPFMQELVDGLYHTGANVESFSSSTRPGQMEISFLPEFGISSADNAFTLRTGVKEVARKYNYIA.... Result: 1 (interaction). (5) The miRNA is mmu-miR-7052-3p with sequence GCUCUGCCCCCUCCUUCCCAG. The protein sequence of the target gene is MADGNEDARAEDLPGPAFENYEAMELACPAERSGHVAVSDGRHMFVWGGYKSNQVRGLYDFYLPREELWIYNMETGRWKKINTEGDVPPSMSGSCAVCVDRVLYLFGGHHSRGNTNKFYMLDSRSADRGLQWERIDCQGIPPSSKDKLGVWVYKNKLIFFGGYGYLPEDKVLGTFEFDETSFWNSSHPRGWNDHVHILDTETFAWSQPITTGKAPSPRAAHACATVGNKGFVFGGRYRDARMNDLHYLNLDTWEWNELIPQGVCPVGRSWHSLTPVSSDHLFLFGGFTTEKQPLSDAWTY.... Result: 0 (no interaction). (6) The miRNA is hsa-miR-92a-2-5p with sequence GGGUGGGGAUUUGUUGCAUUAC. The protein sequence of the target gene is MAASVAAAARRLRRAIRRSPAWRGLSHRPLSSEPPAAKASAVRAAFLNFFRDRHGHRLVPSASVRPRGDPSLLFVNAGMNQFKPIFLGTVDPRSEMAGFRRVANSQKCVRAGGHHNDLEDVGRDLSHHTFFEMLGNWAFGGEYFKEEACNMAWELLTQVYGIPEERLWISYFDGDPKAGLDPDLETRDIWLSLGVPASRVLSFGPQENFWEMGDTGPCGPCTEIHYDLAGGVGAPQLVELWNLVFMQHNREADGSLQPLPQRHVDTGMGLERLVAVLQGKHSTYDTDLFSPLLNAIQQGC.... Result: 0 (no interaction). (7) The miRNA is hsa-miR-1-3p with sequence UGGAAUGUAAAGAAGUAUGUAU. The protein sequence of the target gene is MATQQKASDERISQFDHNLLPELSALLGLDAVQLAKELEEEEQKERAKMQKGYNSQMRSEAKRLKTFVTYEPYSSWIPQEMAAAGFYFTGVKSGIQCFCCSLILFGAGLTRLPIEDHKRFHPDCGFLLNKDVGNIAKYDIRVKNLKSRLRGGKMRYQEEEARLASFRNWPFYVQGISPCVLSEAGFVFTGKQDTVQCFSCGGCLGNWEEGDDPWKEHAKWFPKCEFLRSKKSSEEITQYIQSYKGFVDITGEHFVNSWVQRELPMASAYCNDSIFAYEELRLDSFKDWPRESAVGVAALA.... Result: 1 (interaction).